From a dataset of Full USPTO retrosynthesis dataset with 1.9M reactions from patents (1976-2016). Predict the reactants needed to synthesize the given product. (1) The reactants are: Br[C:2]1[CH:11]=[CH:10][C:9]2[N:8]=[CH:7][C:6]3[N:12]([CH3:24])[C:13](=[O:23])[N:14]([C:15]4[C:16]([CH3:22])=[N:17][N:18]([CH3:21])[C:19]=4[CH3:20])[C:5]=3[C:4]=2[CH:3]=1.[F:25][C:26]1[C:27]([NH2:41])=[N:28][CH:29]=[C:30](B2OC(C)(C)C(C)(C)O2)[CH:31]=1. Given the product [NH2:41][C:27]1[N:28]=[CH:29][C:30]([C:2]2[CH:11]=[CH:10][C:9]3[N:8]=[CH:7][C:6]4[N:12]([CH3:24])[C:13](=[O:23])[N:14]([C:15]5[C:16]([CH3:22])=[N:17][N:18]([CH3:21])[C:19]=5[CH3:20])[C:5]=4[C:4]=3[CH:3]=2)=[CH:31][C:26]=1[F:25], predict the reactants needed to synthesize it. (2) Given the product [ClH:3].[Cl:3][C:6]1[C:15]2[C:10](=[CH:11][C:12]([F:17])=[C:13]([I:16])[CH:14]=2)[N:9]=[CH:8][N:7]=1, predict the reactants needed to synthesize it. The reactants are: S(Cl)([Cl:3])=O.O[C:6]1[C:15]2[C:10](=[CH:11][C:12]([F:17])=[C:13]([I:16])[CH:14]=2)[N:9]=[CH:8][N:7]=1. (3) Given the product [Cl:1][C:2]1[CH:3]=[C:4]([CH:7]=[CH:8][CH:9]=1)/[CH:5]=[N:33]/[S@:31]([C:28]([CH3:30])([CH3:29])[CH3:27])=[O:32], predict the reactants needed to synthesize it. The reactants are: [Cl:1][C:2]1[CH:3]=[C:4]([CH:7]=[CH:8][CH:9]=1)[CH:5]=O.CC1C=CC(S([O-])(=O)=O)=CC=1.C1C=C[NH+]=CC=1.[CH3:27][C:28]([S@@:31]([NH2:33])=[O:32])([CH3:30])[CH3:29].[O-]S([O-])(=O)=O.[Mg+2]. (4) Given the product [F:1][C:2]1[C:3]([C:9]2[N:13]([CH:14]3[CH2:19][CH2:18][O:17][CH2:16][CH2:15]3)[C:12]([C:20]([F:21])([F:23])[F:22])=[N:11][CH:10]=2)=[N:4][C:5]([NH:8][C:31]2[CH:32]=[CH:33][C:28]([S:25]([CH3:24])(=[O:27])=[O:26])=[CH:29][CH:30]=2)=[N:6][CH:7]=1, predict the reactants needed to synthesize it. The reactants are: [F:1][C:2]1[C:3]([C:9]2[N:13]([CH:14]3[CH2:19][CH2:18][O:17][CH2:16][CH2:15]3)[C:12]([C:20]([F:23])([F:22])[F:21])=[N:11][CH:10]=2)=[N:4][C:5]([NH2:8])=[N:6][CH:7]=1.[CH3:24][S:25]([C:28]1[CH:33]=[CH:32][C:31](Br)=[CH:30][CH:29]=1)(=[O:27])=[O:26]. (5) Given the product [F:30][C:24]1[CH:25]=[CH:26][C:27]([F:29])=[CH:28][C:23]=1[O:22][CH2:21][C:4]1[CH:5]=[N:6][N:7]([CH:8]2[CH2:13][CH2:12][NH:11][CH2:10][CH2:9]2)[C:3]=1[C:1]#[N:2], predict the reactants needed to synthesize it. The reactants are: [C:1]([C:3]1[N:7]([CH:8]2[CH2:13][CH2:12][N:11](C(OC(C)(C)C)=O)[CH2:10][CH2:9]2)[N:6]=[CH:5][C:4]=1[CH2:21][O:22][C:23]1[CH:28]=[C:27]([F:29])[CH:26]=[CH:25][C:24]=1[F:30])#[N:2].Cl.